This data is from Full USPTO retrosynthesis dataset with 1.9M reactions from patents (1976-2016). The task is: Predict the reactants needed to synthesize the given product. (1) Given the product [OH:6][C@H:5]([CH2:4][OH:3])[CH2:7][O:8][NH:9][C:10]([C:12]1[N:20]([CH3:21])[C:19]2[CH:18]=[CH:17][N:16]=[CH:15][C:14]=2[C:13]=1[NH:22][C:23]1[CH:28]=[CH:27][C:26]([I:29])=[CH:25][C:24]=1[F:30])=[O:11], predict the reactants needed to synthesize it. The reactants are: CC1(C)[O:6][C@@H:5]([CH2:7][O:8][NH:9][C:10]([C:12]2[N:20]([CH3:21])[C:19]3[CH:18]=[CH:17][N:16]=[CH:15][C:14]=3[C:13]=2[NH:22][C:23]2[CH:28]=[CH:27][C:26]([I:29])=[CH:25][C:24]=2[F:30])=[O:11])[CH2:4][O:3]1. (2) Given the product [OH:14]/[N:13]=[C:7](\[C:3]1[N:2]=[N:1][CH:6]=[CH:5][CH:4]=1)/[C:8]([O:10][CH2:11][CH3:12])=[O:9], predict the reactants needed to synthesize it. The reactants are: [N:1]1[CH:6]=[CH:5][CH:4]=[C:3]([CH2:7][C:8]([O:10][CH2:11][CH3:12])=[O:9])[N:2]=1.[N:13]([O-])=[O:14].[Na+]. (3) Given the product [NH2:1][C:2]1[N:3]=[C:4]([N:12]2[CH2:13][CH2:14][N:15]([C:27]([NH:26][C:23]3[CH:24]=[CH:25][C:20]([N:19]([CH3:29])[CH3:18])=[CH:21][CH:22]=3)=[O:28])[CH2:16][CH2:17]2)[C:5]2[C:10]([CH3:11])=[CH:9][S:8][C:6]=2[N:7]=1, predict the reactants needed to synthesize it. The reactants are: [NH2:1][C:2]1[N:3]=[C:4]([N:12]2[CH2:17][CH2:16][NH:15][CH2:14][CH2:13]2)[C:5]2[C:10]([CH3:11])=[CH:9][S:8][C:6]=2[N:7]=1.[CH3:18][N:19]([CH3:29])[C:20]1[CH:25]=[CH:24][C:23]([N:26]=[C:27]=[O:28])=[CH:22][CH:21]=1. (4) Given the product [F:1][C:2]1[CH:7]=[C:6]([F:8])[CH:5]=[CH:4][C:3]=1[N:9]1[C:13]([C:14]2[CH:19]=[CH:18][C:17]3=[N:20][O:22][C:30]([C:26]4[CH:27]=[CH:28][CH:29]=[C:24]([F:23])[CH:25]=4)=[C:16]3[CH:15]=2)=[CH:12][CH:11]=[N:10]1, predict the reactants needed to synthesize it. The reactants are: [F:1][C:2]1[CH:7]=[C:6]([F:8])[CH:5]=[CH:4][C:3]=1[N:9]1[C:13]([C:14]2[CH:19]=[CH:18][C:17]([N+:20]([O-:22])=O)=[CH:16][CH:15]=2)=[CH:12][CH:11]=[N:10]1.[F:23][C:24]1[CH:25]=[C:26]([CH2:30]C#N)[CH:27]=[CH:28][CH:29]=1.